This data is from Forward reaction prediction with 1.9M reactions from USPTO patents (1976-2016). The task is: Predict the product of the given reaction. (1) Given the reactants [Cl:1][C:2]1[CH:7]=[CH:6][CH:5]=[CH:4][C:3]=1[CH2:8][O:9][C:10]1[C:15]([O:16][CH2:17][C:18]2[CH:23]=[CH:22][CH:21]=[CH:20][C:19]=2[Cl:24])=[CH:14][CH:13]=[CH:12][C:11]=1[CH:25](O)[C:26]([OH:28])=[O:27].C(N(S(F)(F)[F:36])CC)C, predict the reaction product. The product is: [Cl:1][C:2]1[CH:7]=[CH:6][CH:5]=[CH:4][C:3]=1[CH2:8][O:9][C:10]1[C:15]([O:16][CH2:17][C:18]2[CH:23]=[CH:22][CH:21]=[CH:20][C:19]=2[Cl:24])=[CH:14][CH:13]=[CH:12][C:11]=1[CH:25]([F:36])[C:26]([OH:28])=[O:27]. (2) Given the reactants NC1(C2C=CC(C3C(=O)C4C(=CC=C(F)C=4)OC=3C3C=CC=CC=3)=CC=2)CCC1.C(OC(=O)[NH:36][C:37]1([C:41]2[CH:46]=[CH:45][C:44]([C:47]3[C:56](=[O:57])[C:55]4[C:50](=[CH:51][C:52]([O:60][CH3:61])=[C:53]([O:58][CH3:59])[CH:54]=4)[O:49][C:48]=3[C:62]3[CH:67]=[CH:66][CH:65]=[CH:64][CH:63]=3)=[CH:43][CH:42]=2)[CH2:40][CH2:39][CH2:38]1)(C)(C)C, predict the reaction product. The product is: [NH2:36][C:37]1([C:41]2[CH:42]=[CH:43][C:44]([C:47]3[C:56](=[O:57])[C:55]4[C:50](=[CH:51][C:52]([O:60][CH3:61])=[C:53]([O:58][CH3:59])[CH:54]=4)[O:49][C:48]=3[C:62]3[CH:63]=[CH:64][CH:65]=[CH:66][CH:67]=3)=[CH:45][CH:46]=2)[CH2:38][CH2:39][CH2:40]1. (3) Given the reactants C(OC(=O)[NH:10][CH2:11][CH2:12][CH2:13][CH2:14][C:15]1[CH:20]=[CH:19][C:18]([O:21][CH2:22][C:23](=[O:31])[NH:24][C:25]2[CH:30]=[CH:29][CH:28]=[CH:27][CH:26]=2)=[CH:17][CH:16]=1)C1C=CC=CC=1.C(O)(=O)C, predict the reaction product. The product is: [NH2:10][CH2:11][CH2:12][CH2:13][CH2:14][C:15]1[CH:20]=[CH:19][C:18]([O:21][CH2:22][C:23]([NH:24][C:25]2[CH:26]=[CH:27][CH:28]=[CH:29][CH:30]=2)=[O:31])=[CH:17][CH:16]=1. (4) Given the reactants I[C:2]1[CH:7]=[C:6]([CH3:8])[C:5]([C:9]2[N:10]=[C:11]([NH:14][C:15](=[O:22])[C:16]3[CH:21]=[CH:20][N:19]=[CH:18][CH:17]=3)[S:12][CH:13]=2)=[C:4]([CH3:23])[CH:3]=1.[CH3:24][N:25]([CH3:36])[CH2:26][CH2:27][O:28][C:29]1[N:30]=[CH:31][C:32]([SH:35])=[N:33][CH:34]=1.C(=O)([O-])[O-].[K+].[K+], predict the reaction product. The product is: [CH3:24][N:25]([CH3:36])[CH2:26][CH2:27][O:28][C:29]1[N:30]=[CH:31][C:32]([S:35][C:2]2[CH:7]=[C:6]([CH3:8])[C:5]([C:9]3[N:10]=[C:11]([NH:14][C:15](=[O:22])[C:16]4[CH:21]=[CH:20][N:19]=[CH:18][CH:17]=4)[S:12][CH:13]=3)=[C:4]([CH3:23])[CH:3]=2)=[N:33][CH:34]=1.